This data is from Full USPTO retrosynthesis dataset with 1.9M reactions from patents (1976-2016). The task is: Predict the reactants needed to synthesize the given product. (1) Given the product [S:11]([Cl:14])([Cl:13])=[O:12].[Cl:1][C:2]1[N:10]=[CH:9][CH:8]=[CH:7][C:3]=1[C:4]([Cl:13])=[O:5], predict the reactants needed to synthesize it. The reactants are: [Cl:1][C:2]1[N:10]=[CH:9][CH:8]=[CH:7][C:3]=1[C:4](O)=[O:5].[S:11]([Cl:14])([Cl:13])=[O:12]. (2) Given the product [CH3:31][N:32]([CH3:33])[C:18]([C@@H:15]1[CH2:14][C@H:13]([N:11]2[CH:12]=[C:8]([C:5]3[CH:6]=[N:7][C:2]([NH2:1])=[C:3]([C:21]4[S:22][C:23]5[CH:29]=[CH:28][CH:27]=[CH:26][C:24]=5[N:25]=4)[CH:4]=3)[CH:9]=[N:10]2)[CH2:17][NH:16]1)=[O:20], predict the reactants needed to synthesize it. The reactants are: [NH2:1][C:2]1[N:7]=[CH:6][C:5]([C:8]2[CH:9]=[N:10][N:11]([C@@H:13]3[CH2:17][NH:16][C@H:15]([C:18]([OH:20])=O)[CH2:14]3)[CH:12]=2)=[CH:4][C:3]=1[C:21]1[S:22][C:23]2[CH:29]=[CH:28][CH:27]=[CH:26][C:24]=2[N:25]=1.Cl.[CH3:31][NH:32][CH3:33].CCN(C(C)C)C(C)C.CN(C(ON1N=NC2C=CC=CC1=2)=[N+](C)C)C.[B-](F)(F)(F)F. (3) Given the product [F:21][C:14]1[CH:15]=[CH:16][C:17]([O:19][CH3:20])=[CH:18][C:13]=1[C:10]1[CH:11]=[CH:12][C:7]([S:38][CH2:37][C:34]2[CH:35]=[CH:36][C:31]([O:30][CH3:29])=[CH:32][CH:33]=2)=[CH:8][C:9]=1[CH2:22][C:23]([CH3:25])([CH3:26])[CH3:24], predict the reactants needed to synthesize it. The reactants are: FC(F)(F)S(O[C:7]1[CH:12]=[CH:11][C:10]([C:13]2[CH:18]=[C:17]([O:19][CH3:20])[CH:16]=[CH:15][C:14]=2[F:21])=[C:9]([CH2:22][C:23]([CH3:26])([CH3:25])[CH3:24])[CH:8]=1)(=O)=O.[CH3:29][O:30][C:31]1[CH:36]=[CH:35][C:34]([CH2:37][SH:38])=[CH:33][CH:32]=1.C1(P(C2C=CC=CC=2)C2C3OC4C(=CC=CC=4P(C4C=CC=CC=4)C4C=CC=CC=4)C(C)(C)C=3C=CC=2)C=CC=CC=1.C(N(C(C)C)C(C)C)C. (4) Given the product [CH3:3][C:4]1[N:8]=[C:7]([N:9]([C:10]2[CH:15]=[CH:14][CH:13]=[CH:12][N:11]=2)[CH2:26][CH2:25][CH2:24][CH2:23][CH2:22][CH2:21][CH2:20][C:19]([O:18][CH2:16][CH3:17])=[O:28])[O:29][N:5]=1, predict the reactants needed to synthesize it. The reactants are: [H-].[Na+].[CH3:3][C:4]1[N:8]=[C:7]([NH:9][C:10]2[CH:15]=[CH:14][CH:13]=[CH:12][N:11]=2)S[N:5]=1.[CH2:16]([O:18][C:19](=[O:28])[CH2:20][CH2:21][CH2:22][CH2:23][CH2:24][CH2:25][CH2:26]I)[CH3:17].[OH2:29].